From a dataset of Merck oncology drug combination screen with 23,052 pairs across 39 cell lines. Regression. Given two drug SMILES strings and cell line genomic features, predict the synergy score measuring deviation from expected non-interaction effect. (1) Drug 1: COC12C(COC(N)=O)C3=C(C(=O)C(C)=C(N)C3=O)N1CC1NC12. Drug 2: CCc1cnn2c(NCc3ccc[n+]([O-])c3)cc(N3CCCCC3CCO)nc12. Cell line: UACC62. Synergy scores: synergy=13.1. (2) Drug 1: CN(C)C(=N)N=C(N)N. Cell line: OCUBM. Drug 2: O=C(CCCCCCC(=O)Nc1ccccc1)NO. Synergy scores: synergy=-15.8. (3) Drug 1: CCC1(O)CC2CN(CCc3c([nH]c4ccccc34)C(C(=O)OC)(c3cc4c(cc3OC)N(C)C3C(O)(C(=O)OC)C(OC(C)=O)C5(CC)C=CCN6CCC43C65)C2)C1. Drug 2: NC1(c2ccc(-c3nc4ccn5c(=O)[nH]nc5c4cc3-c3ccccc3)cc2)CCC1. Cell line: SW837. Synergy scores: synergy=-7.29. (4) Drug 1: CCC1(O)CC2CN(CCc3c([nH]c4ccccc34)C(C(=O)OC)(c3cc4c(cc3OC)N(C)C3C(O)(C(=O)OC)C(OC(C)=O)C5(CC)C=CCN6CCC43C65)C2)C1. Drug 2: CCN(CC)CCNC(=O)c1c(C)[nH]c(C=C2C(=O)Nc3ccc(F)cc32)c1C. Cell line: HCT116. Synergy scores: synergy=5.82.